Predict the reactants needed to synthesize the given product. From a dataset of Full USPTO retrosynthesis dataset with 1.9M reactions from patents (1976-2016). The reactants are: [CH3:1][O:2][C:3]1[CH:8]=[C:7]([C:9]([F:12])([F:11])[F:10])[CH:6]=[CH:5][C:4]=1[C:13]1[O:14][CH2:15][C:16]([CH3:19])([CH3:18])[N:17]=1.[CH:20]([N-]C(C)C)(C)C.[Li+].IC. Given the product [CH3:1][O:2][C:3]1[C:8]([CH3:20])=[C:7]([C:9]([F:10])([F:11])[F:12])[CH:6]=[CH:5][C:4]=1[C:13]1[O:14][CH2:15][C:16]([CH3:19])([CH3:18])[N:17]=1, predict the reactants needed to synthesize it.